From a dataset of Catalyst prediction with 721,799 reactions and 888 catalyst types from USPTO. Predict which catalyst facilitates the given reaction. (1) Reactant: N(C(OC(C)(C)C)=O)=NC(OC(C)(C)C)=O.[F:17][C:18]1[CH:23]=[CH:22][C:21]([N:24]2[CH2:29][CH2:28][N:27]3[N:30]=[C:31]([CH2:33][OH:34])[CH:32]=[C:26]3[C:25]2=[O:35])=[CH:20][CH:19]=1.[CH:36]1[C:41](O)=[CH:40][CH:39]=[C:38]([CH3:43])[CH:37]=1.C1(P(C2C=CC=CC=2)C2C=CC=CC=2)C=CC=CC=1. Product: [F:17][C:18]1[CH:23]=[CH:22][C:21]([N:24]2[CH2:29][CH2:28][N:27]3[N:30]=[C:31]([CH2:33][O:34][C:41]4[CH:40]=[CH:39][C:38]([CH3:43])=[CH:37][CH:36]=4)[CH:32]=[C:26]3[C:25]2=[O:35])=[CH:20][CH:19]=1. The catalyst class is: 49. (2) The catalyst class is: 1. Reactant: IC.[CH2:3]([O:10][C:11]1[C:16]([CH2:17][N:18]2[CH2:27][CH2:26][C:25]3[C:20](=[C:21]([Cl:35])[C:22]([CH:29]([OH:34])[CH:30]4[CH2:33][O:32][CH2:31]4)=[CH:23][C:24]=3[Cl:28])[C:19]2=[O:36])=[C:15]([O:37][CH3:38])[CH:14]=[C:13]([CH3:39])[N:12]=1)[C:4]1[CH:9]=[CH:8][CH:7]=[CH:6][CH:5]=1.[CH3:40]C(C)([O-])C.[K+]. Product: [CH2:3]([O:10][C:11]1[C:16]([CH2:17][N:18]2[CH2:27][CH2:26][C:25]3[C:20](=[C:21]([Cl:35])[C:22]([CH:29]([O:34][CH3:40])[CH:30]4[CH2:31][O:32][CH2:33]4)=[CH:23][C:24]=3[Cl:28])[C:19]2=[O:36])=[C:15]([O:37][CH3:38])[CH:14]=[C:13]([CH3:39])[N:12]=1)[C:4]1[CH:9]=[CH:8][CH:7]=[CH:6][CH:5]=1. (3) Reactant: [CH3:1][CH:2](/[CH:4]=[CH:5]/[CH2:6][CH2:7][CH2:8][CH2:9][C:10]([NH:12][CH2:13][C:14]1[CH:15]=[CH:16][C:17]([OH:22])=[C:18]([O:20][CH3:21])[CH:19]=1)=[O:11])[CH3:3].C([O-])([O-])=O.[K+].[K+].[I-].[Na+].P(O)([O-])([O-])=O.[Na+].[Na+].Br[CH2:39][CH2:40][CH2:41][CH2:42][CH2:43][C:44]([O:46][CH3:47])=[O:45]. Product: [CH3:47][O:46][C:44](=[O:45])[CH2:43][CH2:42][CH2:41][CH2:40][CH2:39][O:22][C:17]1[CH:16]=[CH:15][C:14]([CH2:13][NH:12][C:10](=[O:11])[CH2:9][CH2:8][CH2:7][CH2:6][CH:5]=[CH:4][CH:2]([CH3:1])[CH3:3])=[CH:19][C:18]=1[O:20][CH3:21]. The catalyst class is: 21. (4) Reactant: [Cl:1][C:2]1[CH:3]=[C:4]2[CH:29]=[N:28][NH:27][C:5]2=[C:6]2[C:11]=1[N:10]=[C:9]([C:12]1[N:13]([C:19]3[C:24]([Cl:25])=[CH:23][CH:22]=[CH:21][N:20]=3)[N:14]=[C:15]([O:17][CH3:18])[CH:16]=1)[O:8][C:7]2=[O:26].[CH3:30][C:31]1([NH2:35])[CH2:34][S:33][CH2:32]1. Product: [CH3:30][C:31]1([NH:35][C:7]([C:6]2[C:11]([NH:10][C:9]([C:12]3[N:13]([C:19]4[C:24]([Cl:25])=[CH:23][CH:22]=[CH:21][N:20]=4)[N:14]=[C:15]([O:17][CH3:18])[CH:16]=3)=[O:8])=[C:2]([Cl:1])[CH:3]=[C:4]3[C:5]=2[NH:27][N:28]=[CH:29]3)=[O:26])[CH2:34][S:33][CH2:32]1. The catalyst class is: 9.